From a dataset of Full USPTO retrosynthesis dataset with 1.9M reactions from patents (1976-2016). Predict the reactants needed to synthesize the given product. (1) Given the product [F:1][C:2]([F:21])([F:20])[C:3]([N:5]1[CH2:11][CH2:10][C:9]2[CH:12]=[CH:13][C:14]([S:16]([F:22])(=[O:18])=[O:17])=[CH:15][C:8]=2[CH2:7][CH2:6]1)=[O:4], predict the reactants needed to synthesize it. The reactants are: [F:1][C:2]([F:21])([F:20])[C:3]([N:5]1[CH2:11][CH2:10][C:9]2[CH:12]=[CH:13][C:14]([S:16](Cl)(=[O:18])=[O:17])=[CH:15][C:8]=2[CH2:7][CH2:6]1)=[O:4].[F-:22].[K+].C(#N)C.O. (2) Given the product [CH3:30][C:27]1[CH:28]=[CH:29][C:17]([NH:16][C:12]2[CH:11]=[C:10]([N:7]3[CH2:8][CH2:9][N:4]([C:1](=[O:3])[CH3:2])[CH2:5][CH2:6]3)[CH:15]=[CH:14][CH:13]=2)=[C:25]([N+:31]([O-:33])=[O:32])[CH:26]=1, predict the reactants needed to synthesize it. The reactants are: [C:1]([N:4]1[CH2:9][CH2:8][N:7]([C:10]2[CH:11]=[C:12]([NH:16][CH:17]=O)[CH:13]=[CH:14][CH:15]=2)[CH2:6][CH2:5]1)(=[O:3])[CH3:2].[H-].[Na+].[H][H].FC1[CH:29]=[CH:28][C:27]([CH3:30])=[CH:26][C:25]=1[N+:31]([O-:33])=[O:32]. (3) Given the product [C:3]([O:7][C:8]([C@@:10]12[CH2:17][CH2:16][C:15](=[O:18])[C@:14]1([CH3:28])[C:13](=[O:19])[N:12]([C@@H:20]([C:22]1[CH:23]=[CH:24][CH:25]=[CH:26][CH:27]=1)[CH3:21])[CH2:11]2)=[O:9])([CH3:4])([CH3:5])[CH3:6], predict the reactants needed to synthesize it. The reactants are: [H-].[Na+].[C:3]([O:7][C:8]([C@@:10]12[CH2:17][CH2:16][C:15](=[O:18])[C@@H:14]1[C:13](=[O:19])[N:12]([C@@H:20]([C:22]1[CH:27]=[CH:26][CH:25]=[CH:24][CH:23]=1)[CH3:21])[CH2:11]2)=[O:9])([CH3:6])([CH3:5])[CH3:4].[CH3:28]I. (4) The reactants are: [Br:1][C:2]1[N:7]=[C:6]([C:8]([OH:12])([C:10]#[CH:11])[CH3:9])[CH:5]=[CH:4][CH:3]=1.[N:13]([CH2:16][C:17]([O:19][CH2:20][CH3:21])=[O:18])=[N+:14]=[N-:15].O=C1O[C@H]([C@H](CO)O)C([O-])=C1O.[Na+]. Given the product [CH2:20]([O:19][C:17](=[O:18])[CH2:16][N:13]1[CH:11]=[C:10]([C:8]([C:6]2[CH:5]=[CH:4][CH:3]=[C:2]([Br:1])[N:7]=2)([OH:12])[CH3:9])[N:15]=[N:14]1)[CH3:21], predict the reactants needed to synthesize it. (5) Given the product [C:25]([O:24][C:22]([NH:21][C:14]1([C:17]([O:19][CH3:20])=[O:18])[CH2:15][CH2:16][N:11]([C:9]2[C:10]3[C:2]([CH:64]4[CH2:65][CH2:60]4)=[CH:3][N:4]([S:29]([C:32]4[CH:38]=[CH:37][C:35]([CH3:36])=[CH:34][CH:33]=4)(=[O:31])=[O:30])[C:5]=3[N:6]=[CH:7][N:8]=2)[CH2:12][CH2:13]1)=[O:23])([CH3:28])([CH3:27])[CH3:26], predict the reactants needed to synthesize it. The reactants are: Br[C:2]1[C:10]2[C:9]([N:11]3[CH2:16][CH2:15][C:14]([NH:21][C:22]([O:24][C:25]([CH3:28])([CH3:27])[CH3:26])=[O:23])([C:17]([O:19][CH3:20])=[O:18])[CH2:13][CH2:12]3)=[N:8][CH:7]=[N:6][C:5]=2[N:4]([S:29]([C:32]2[CH:38]=[CH:37][C:35]([CH3:36])=[CH:34][CH:33]=2)(=[O:31])=[O:30])[CH:3]=1.[O-]P([O-])([O-])=O.[K+].[K+].[K+].C1(P([CH:60]2[CH2:65][CH2:64]CCC2)C2CCCCC2)CCCCC1.C1(B(O)O)CC1. (6) Given the product [F:11][C:3]1[CH:4]=[C:5]([NH:8][C:9]2[O:34][C:14]([C:15]([NH:17][C:18]3[CH:19]=[CH:20][C:21]([O:24][C@@H:25]4[CH2:29][CH2:28][C@@H:27]([C:30]([O:32][CH3:33])=[O:31])[CH2:26]4)=[N:22][CH:23]=3)=[O:16])=[N:12][N:13]=2)[CH:6]=[CH:7][C:2]=1[F:1], predict the reactants needed to synthesize it. The reactants are: [F:1][C:2]1[CH:7]=[CH:6][C:5]([N:8]=[C:9]=S)=[CH:4][C:3]=1[F:11].[NH:12]([C:14](=[O:34])[C:15]([NH:17][C:18]1[CH:19]=[CH:20][C:21]([O:24][C@@H:25]2[CH2:29][CH2:28][C@@H:27]([C:30]([O:32][CH3:33])=[O:31])[CH2:26]2)=[N:22][CH:23]=1)=[O:16])[NH2:13].Cl.CN(C)CCCN=C=NCC. (7) Given the product [CH2:32]([NH:33][C:3](=[O:2])[C:4]1[CH:9]=[CH:8][C:7]([O:10][CH2:11][C:12]2[C:13]([C:21]3[CH:26]=[CH:25][CH:24]=[CH:23][CH:22]=3)=[N:14][O:15][C:16]=2[C:17]([F:18])([F:19])[F:20])=[N:6][CH:5]=1)[CH3:31], predict the reactants needed to synthesize it. The reactants are: C[O:2][C:3](=O)[C:4]1[CH:9]=[CH:8][C:7]([O:10][CH2:11][C:12]2[C:13]([C:21]3[CH:26]=[CH:25][CH:24]=[CH:23][CH:22]=3)=[N:14][O:15][C:16]=2[C:17]([F:20])([F:19])[F:18])=[N:6][CH:5]=1.COC(=O)[C:31]1C=CC(OCC2C(C3C=CC(Cl)=CC=3)=NOC=2C)=[N:33][CH:32]=1.C(N)C. (8) Given the product [C:1]12([CH2:8][O:9][C:10]3[C:22]([CH:25]4[CH2:27][CH2:26]4)=[CH:21][C:13]([C:14]([O:16][C:17]([CH3:20])([CH3:19])[CH3:18])=[O:15])=[C:12]([F:24])[CH:11]=3)[CH2:7][CH:6]1[CH2:5][CH2:4][CH2:3][CH2:2]2, predict the reactants needed to synthesize it. The reactants are: [C:1]12([CH2:8][O:9][C:10]3[C:22](Cl)=[CH:21][C:13]([C:14]([O:16][C:17]([CH3:20])([CH3:19])[CH3:18])=[O:15])=[C:12]([F:24])[CH:11]=3)[CH2:7][CH:6]1[CH2:5][CH2:4][CH2:3][CH2:2]2.[CH:25]1(B(O)O)[CH2:27][CH2:26]1.F[B-](F)(F)F.C1(P(C2CCCCC2)C2CCCCC2)CCCCC1.P([O-])([O-])([O-])=O.[K+].[K+].[K+]. (9) The reactants are: [C:1](/[CH:3]=[CH:4]/[S:5]([C:8]1[CH:13]=[CH:12][C:11]([C:14]2([C:20](O)=[O:21])[CH2:19][CH2:18][O:17][CH2:16][CH2:15]2)=[CH:10][CH:9]=1)(=[O:7])=[O:6])#[N:2].[CH:23]1([NH2:29])[CH2:28][CH2:27][CH2:26][CH2:25][CH2:24]1.ON1C2C=CC=CC=2N=N1.Cl.CN(C)CCCN=C=NCC. Given the product [CH:23]1([NH:29][C:20]([C:14]2([C:11]3[CH:10]=[CH:9][C:8]([S:5](/[CH:4]=[CH:3]/[C:1]#[N:2])(=[O:7])=[O:6])=[CH:13][CH:12]=3)[CH2:19][CH2:18][O:17][CH2:16][CH2:15]2)=[O:21])[CH2:28][CH2:27][CH2:26][CH2:25][CH2:24]1, predict the reactants needed to synthesize it. (10) Given the product [O:1]=[S:2]1(=[O:49])[CH2:7][CH2:6][N:5]([CH2:8][CH2:9][NH:10][C@:11]23[CH2:45][CH2:44][C@@H:43]([C:46]([CH3:48])=[CH2:47])[C@@H:12]2[C@@H:13]2[C@@:26]([CH3:29])([CH2:27][CH2:28]3)[C@@:25]3([CH3:30])[C@@H:16]([C@:17]4([CH3:42])[C@@H:22]([CH2:23][CH2:24]3)[C:21]([CH3:32])([CH3:31])[C:20]([C:33]3[CH:41]=[CH:40][C:36]([C:37]([Cl:52])=[O:38])=[CH:35][CH:34]=3)=[CH:19][CH2:18]4)[CH2:15][CH2:14]2)[CH2:4][CH2:3]1, predict the reactants needed to synthesize it. The reactants are: [O:1]=[S:2]1(=[O:49])[CH2:7][CH2:6][N:5]([CH2:8][CH2:9][NH:10][C@:11]23[CH2:45][CH2:44][C@@H:43]([C:46]([CH3:48])=[CH2:47])[C@@H:12]2[C@@H:13]2[C@@:26]([CH3:29])([CH2:27][CH2:28]3)[C@@:25]3([CH3:30])[C@@H:16]([C@:17]4([CH3:42])[C@@H:22]([CH2:23][CH2:24]3)[C:21]([CH3:32])([CH3:31])[C:20]([C:33]3[CH:41]=[CH:40][C:36]([C:37](O)=[O:38])=[CH:35][CH:34]=3)=[CH:19][CH2:18]4)[CH2:15][CH2:14]2)[CH2:4][CH2:3]1.S(Cl)([Cl:52])=O.